Dataset: NCI-60 drug combinations with 297,098 pairs across 59 cell lines. Task: Regression. Given two drug SMILES strings and cell line genomic features, predict the synergy score measuring deviation from expected non-interaction effect. (1) Drug 1: CC12CCC3C(C1CCC2O)C(CC4=C3C=CC(=C4)O)CCCCCCCCCS(=O)CCCC(C(F)(F)F)(F)F. Drug 2: CN(CCCl)CCCl.Cl. Cell line: HT29. Synergy scores: CSS=36.9, Synergy_ZIP=-6.73, Synergy_Bliss=-0.657, Synergy_Loewe=-19.2, Synergy_HSA=-1.45. (2) Drug 2: C1=NC(=NC(=O)N1C2C(C(C(O2)CO)O)O)N. Drug 1: CCCCCOC(=O)NC1=NC(=O)N(C=C1F)C2C(C(C(O2)C)O)O. Synergy scores: CSS=12.2, Synergy_ZIP=-7.26, Synergy_Bliss=-18.8, Synergy_Loewe=-53.6, Synergy_HSA=-27.8. Cell line: K-562. (3) Drug 1: C1=CC(=CC=C1CC(C(=O)O)N)N(CCCl)CCCl.Cl. Drug 2: C1CN(CCN1C(=O)CCBr)C(=O)CCBr. Cell line: COLO 205. Synergy scores: CSS=25.9, Synergy_ZIP=-0.686, Synergy_Bliss=2.34, Synergy_Loewe=-4.01, Synergy_HSA=0.767. (4) Cell line: HL-60(TB). Drug 2: CC1=C(C=C(C=C1)C(=O)NC2=CC(=CC(=C2)C(F)(F)F)N3C=C(N=C3)C)NC4=NC=CC(=N4)C5=CN=CC=C5. Synergy scores: CSS=-9.88, Synergy_ZIP=-3.31, Synergy_Bliss=-15.5, Synergy_Loewe=-24.0, Synergy_HSA=-23.4. Drug 1: CN(C)N=NC1=C(NC=N1)C(=O)N. (5) Drug 1: C1=CC(=CC=C1CCCC(=O)O)N(CCCl)CCCl. Drug 2: CC=C1C(=O)NC(C(=O)OC2CC(=O)NC(C(=O)NC(CSSCCC=C2)C(=O)N1)C(C)C)C(C)C. Cell line: SF-295. Synergy scores: CSS=18.6, Synergy_ZIP=5.14, Synergy_Bliss=1.34, Synergy_Loewe=-1.33, Synergy_HSA=2.44. (6) Drug 1: CN1C2=C(C=C(C=C2)N(CCCl)CCCl)N=C1CCCC(=O)O.Cl. Drug 2: C1CC(=O)NC(=O)C1N2C(=O)C3=CC=CC=C3C2=O. Cell line: SNB-19. Synergy scores: CSS=-0.633, Synergy_ZIP=0.345, Synergy_Bliss=2.21, Synergy_Loewe=0.419, Synergy_HSA=0.419. (7) Drug 1: C1CCC(C1)C(CC#N)N2C=C(C=N2)C3=C4C=CNC4=NC=N3. Drug 2: COCCOC1=C(C=C2C(=C1)C(=NC=N2)NC3=CC=CC(=C3)C#C)OCCOC.Cl. Cell line: TK-10. Synergy scores: CSS=34.6, Synergy_ZIP=2.36, Synergy_Bliss=2.75, Synergy_Loewe=-10.3, Synergy_HSA=4.26. (8) Drug 1: CS(=O)(=O)C1=CC(=C(C=C1)C(=O)NC2=CC(=C(C=C2)Cl)C3=CC=CC=N3)Cl. Drug 2: CC1CCC2CC(C(=CC=CC=CC(CC(C(=O)C(C(C(=CC(C(=O)CC(OC(=O)C3CCCCN3C(=O)C(=O)C1(O2)O)C(C)CC4CCC(C(C4)OC)O)C)C)O)OC)C)C)C)OC. Cell line: T-47D. Synergy scores: CSS=22.2, Synergy_ZIP=-0.642, Synergy_Bliss=6.79, Synergy_Loewe=4.02, Synergy_HSA=8.92.